This data is from Catalyst prediction with 721,799 reactions and 888 catalyst types from USPTO. The task is: Predict which catalyst facilitates the given reaction. Reactant: [N:1]1[CH:6]=[CH:5][C:4]([CH2:7][O:8][C:9]([NH:11][C:12]2[S:13][CH:14]=[C:15]([CH2:17][C:18]([OH:20])=O)[N:16]=2)=[O:10])=[CH:3][CH:2]=1.CCN(C(C)C)C(C)C.CCN=C=NCCCN(C)C.[CH:41]1[CH:42]=[CH:43][C:44]2[N:49](O)N=[N:47][C:45]=2[CH:46]=1.C1(N)C=CC=CC=1N. Product: [N:1]1[CH:2]=[CH:3][C:4]([CH2:7][O:8][C:9](=[O:10])[NH:11][C:12]2[S:13][CH:14]=[C:15]([CH2:17][C:18]([NH:47][C:45]3[CH:46]=[CH:41][CH:42]=[CH:43][C:44]=3[NH2:49])=[O:20])[N:16]=2)=[CH:5][CH:6]=1. The catalyst class is: 3.